From a dataset of Reaction yield outcomes from USPTO patents with 853,638 reactions. Predict the reaction yield, written as a fraction of the theoretical maximum amount of product (1.0 means a 100% yield; for example, 0.34 means a 34% yield). (1) The reactants are [CH3:1][S:2]([C:5]1[CH:10]=[CH:9][C:8]([CH:11]([CH2:16][CH:17]2[CH2:22][CH2:21][O:20][CH2:19][CH2:18]2)[C:12](=[O:15])[CH:13]=[CH2:14])=[CH:7][CH:6]=1)(=[O:4])=[O:3].[CH3:23][O:24][CH2:25][CH:26]([C:34]1[CH:35]=[CH:36][C:37]([CH:40]=[O:41])=[N:38][CH:39]=1)[O:27][CH:28]1[CH2:33][CH2:32][CH2:31][CH2:30][O:29]1.C(N(CC)CC)C.O1CCCC1. The product is [CH3:23][O:24][CH2:25][CH:26]([C:34]1[CH:35]=[CH:36][C:37]([C:40](=[O:41])[CH2:14][CH2:13][C:12](=[O:15])[CH:11]([C:8]2[CH:7]=[CH:6][C:5]([S:2]([CH3:1])(=[O:4])=[O:3])=[CH:10][CH:9]=2)[CH2:16][CH:17]2[CH2:22][CH2:21][O:20][CH2:19][CH2:18]2)=[N:38][CH:39]=1)[O:27][CH:28]1[CH2:33][CH2:32][CH2:31][CH2:30][O:29]1. The catalyst is [Cl-].C([N+]1C(C)=C(CCO)SC=1)C1C=CC=CC=1.C(O)C. The yield is 0.540. (2) The reactants are [CH2:1]([O:3][C:4]1[CH:17]=[C:16]2[C:7]([C:8]([C:19]3[CH:20]=[N:21][C:22]([O:25][CH3:26])=[N:23][CH:24]=3)=[N:9][C@H:10]3[C@@H:15]2[CH2:14][C@H:13]([OH:18])[CH2:12][CH2:11]3)=[CH:6][C:5]=1[O:27][CH3:28])[CH3:2].[C:29]([OH:36])(=[O:35])/[CH:30]=[CH:31]/[C:32]([OH:34])=[O:33]. The catalyst is CC(C)=O.C(O)(C)C. The product is [C:29]([OH:36])(=[O:35])/[CH:30]=[CH:31]/[C:32]([OH:34])=[O:33].[CH2:1]([O:3][C:4]1[CH:17]=[C:16]2[C:7]([C:8]([C:19]3[CH:24]=[N:23][C:22]([O:25][CH3:26])=[N:21][CH:20]=3)=[N:9][C@H:10]3[C@@H:15]2[CH2:14][C@H:13]([OH:18])[CH2:12][CH2:11]3)=[CH:6][C:5]=1[O:27][CH3:28])[CH3:2]. The yield is 0.640. (3) The reactants are [NH:1]1[CH:5]=[C:4]([C:6]2[C:7]3[CH:14]=[CH:13][N:12]([CH2:15][O:16][CH2:17][CH2:18][Si:19]([CH3:22])([CH3:21])[CH3:20])[C:8]=3[N:9]=[CH:10][N:11]=2)[CH:3]=[N:2]1.[CH3:23][S:24][CH2:25][CH2:26]/[CH:27]=[CH:28]/[C:29]#[N:30].C1CCN2C(=NCCC2)CC1.C(#N)C. No catalyst specified. The product is [CH3:23][S:24][CH2:25][CH2:26][CH:27]([N:1]1[CH:5]=[C:4]([C:6]2[C:7]3[CH:14]=[CH:13][N:12]([CH2:15][O:16][CH2:17][CH2:18][Si:19]([CH3:22])([CH3:21])[CH3:20])[C:8]=3[N:9]=[CH:10][N:11]=2)[CH:3]=[N:2]1)[CH2:28][C:29]#[N:30]. The yield is 0.830. (4) The reactants are [F:1][C:2]([F:17])([F:16])[C:3]1[CH:8]=[C:7]([C:9]([F:12])([F:11])[F:10])[CH:6]=[CH:5][C:4]=1[C:13](=[O:15])[CH3:14].[Br:18]CC(C1C=C(Cl)C=CC=1Cl)=O. No catalyst specified. The product is [F:1][C:2]([F:16])([F:17])[C:3]1[CH:8]=[C:7]([C:9]([F:10])([F:11])[F:12])[CH:6]=[CH:5][C:4]=1[C:13](=[O:15])[CH2:14][Br:18]. The yield is 0.630. (5) The reactants are [CH3:1][O:2][C:3]1[CH:4]=[CH:5][C:6]([C:18](=[O:40])[C:19]2[CH:24]=[CH:23][C:22]([O:25][CH2:26][CH2:27][C:28]3[N:29]=[C:30]([C:34]4[CH:39]=[CH:38][CH:37]=[CH:36][CH:35]=4)[O:31][C:32]=3[CH3:33])=[CH:21][CH:20]=2)=[C:7]([CH:17]=1)[O:8][C@H:9]([CH3:16])[C:10]([O:12]CCC)=[O:11].O.[OH-].[Li+].Cl.C(OCC)(=O)C. The catalyst is O1CCCC1.O. The product is [CH3:1][O:2][C:3]1[CH:4]=[CH:5][C:6]([C:18](=[O:40])[C:19]2[CH:20]=[CH:21][C:22]([O:25][CH2:26][CH2:27][C:28]3[N:29]=[C:30]([C:34]4[CH:39]=[CH:38][CH:37]=[CH:36][CH:35]=4)[O:31][C:32]=3[CH3:33])=[CH:23][CH:24]=2)=[C:7]([CH:17]=1)[O:8][C@H:9]([CH3:16])[C:10]([OH:12])=[O:11]. The yield is 0.580. (6) The reactants are C[O:2][C:3]([C:5]1[S:6][CH:7]=[CH:8][C:9]=1[NH2:10])=O.[CH:11]([NH2:13])=O. No catalyst specified. The product is [N:10]1[C:9]2[CH:8]=[CH:7][S:6][C:5]=2[C:3](=[O:2])[NH:13][CH:11]=1. The yield is 0.320. (7) The reactants are COC(=O)[C:4]1[CH:9]=[CH:8][C:7](Cl)=[C:6]([S:11][C:12]2[CH:17]=[CH:16][CH:15]=[CH:14][CH:13]=2)[C:5]=1[NH2:18].[CH3:20][Al](C)C.[OH2:24].[ClH:25]. The yield is 0.290. The catalyst is C(Cl)Cl. The product is [Cl:25][C:9]1[CH:8]=[CH:7][C:6]2[S:11][C:12]3[CH:13]=[CH:14][CH:15]=[CH:16][C:17]=3[C:20](=[O:24])[NH:18][C:5]=2[CH:4]=1. (8) The reactants are [C:1]([C:3]1[CH:11]=[CH:10][C:6]([C:7]([OH:9])=O)=[C:5]([F:12])[C:4]=1[F:13])#[N:2].C(Cl)(=O)C(Cl)=O.[CH3:20][C:21]1[CH:27]=[C:26]([C:28]([F:37])([C:33]([F:36])([F:35])[F:34])[C:29]([F:32])([F:31])[F:30])[CH:25]=[C:24]([CH3:38])[C:22]=1[NH2:23].N1C=CC=CC=1.C(=O)([O-])O.[Na+]. The catalyst is CN(C)C=O.ClCCl.O1CCCC1. The product is [C:1]([C:3]1[CH:11]=[CH:10][C:6]([C:7]([NH:23][C:22]2[C:24]([CH3:38])=[CH:25][C:26]([C:28]([F:37])([C:29]([F:30])([F:31])[F:32])[C:33]([F:34])([F:35])[F:36])=[CH:27][C:21]=2[CH3:20])=[O:9])=[C:5]([F:12])[C:4]=1[F:13])#[N:2]. The yield is 0.440. (9) The reactants are [NH2:1][C:2]1[C:7]([OH:8])=[C:6]([NH2:9])[N:5]=[C:4]([C:10]2[C:18]3[C:13](=[CH:14][CH:15]=[CH:16][CH:17]=3)[N:12]([CH2:19][C:20]3[C:25]([F:26])=[CH:24][C:23]([O:27][CH2:28][CH3:29])=[CH:22][C:21]=3[F:30])[N:11]=2)[N:3]=1.Br[CH2:32][CH2:33][O:34][CH3:35].C(=O)([O-])[O-].[Cs+].[Cs+]. The catalyst is CN(C)C=O.O. The product is [CH2:28]([O:27][C:23]1[CH:22]=[C:21]([F:30])[C:20]([CH2:19][N:12]2[C:13]3[C:18](=[CH:17][CH:16]=[CH:15][CH:14]=3)[C:10]([C:4]3[N:5]=[C:6]([NH2:9])[C:7]([O:8][CH2:32][CH2:33][O:34][CH3:35])=[C:2]([NH2:1])[N:3]=3)=[N:11]2)=[C:25]([F:26])[CH:24]=1)[CH3:29]. The yield is 0.664. (10) The reactants are [H-].[Na+].[NH:3]1[CH:7]=[CH:6][N:5]=[CH:4]1.F[C:9]1[CH:14]=[CH:13][CH:12]=[C:11]([N+:15]([O-:17])=[O:16])[CH:10]=1. The catalyst is CN(C)C=O.O. The product is [N+:15]([C:11]1[CH:10]=[C:9]([N:3]2[CH:7]=[CH:6][N:5]=[CH:4]2)[CH:14]=[CH:13][CH:12]=1)([O-:17])=[O:16]. The yield is 0.550.